From a dataset of Catalyst prediction with 721,799 reactions and 888 catalyst types from USPTO. Predict which catalyst facilitates the given reaction. (1) Reactant: [CH2:1]([O:3][C:4]1[CH:9]=[CH:8][C:7]([NH:10][C:11](=O)[CH2:12][O:13][C:14]2[CH:19]=[CH:18][CH:17]=[C:16]([O:20][CH2:21][CH3:22])[CH:15]=2)=[C:6]([NH:24][CH2:25][CH:26]([CH3:28])[CH3:27])[CH:5]=1)[CH3:2]. Product: [CH2:1]([O:3][C:4]1[CH:9]=[CH:8][C:7]2[N:10]=[C:11]([CH2:12][O:13][C:14]3[CH:19]=[CH:18][CH:17]=[C:16]([O:20][CH2:21][CH3:22])[CH:15]=3)[N:24]([CH2:25][CH:26]([CH3:28])[CH3:27])[C:6]=2[CH:5]=1)[CH3:2]. The catalyst class is: 52. (2) Reactant: O[CH2:2][CH2:3][C:4]1[CH:11]=[CH:10][C:7]([C:8]#[N:9])=[CH:6][CH:5]=1.C1(P(C2C=CC=CC=2)C2C=CC=CC=2)C=CC=CC=1.C(Br)(Br)(Br)[Br:32]. Product: [Br:32][CH2:2][CH2:3][C:4]1[CH:11]=[CH:10][C:7]([C:8]#[N:9])=[CH:6][CH:5]=1. The catalyst class is: 2.